From a dataset of Catalyst prediction with 721,799 reactions and 888 catalyst types from USPTO. Predict which catalyst facilitates the given reaction. (1) Reactant: Cl[C:2]1[CH:7]=[C:6]([N:8]2[C:12]3[N:13]=[C:14]([N:42]4[CH2:47][CH2:46][O:45][CH2:44][CH2:43]4)[N:15]=[C:16]([C:17]4[CH:18]=[N:19][C:20]([N:23]([CH2:33][C:34]5[CH:39]=[CH:38][C:37]([O:40][CH3:41])=[CH:36][CH:35]=5)[CH2:24][C:25]5[CH:30]=[CH:29][C:28]([O:31][CH3:32])=[CH:27][CH:26]=5)=[N:21][CH:22]=4)[C:11]=3[CH2:10][CH2:9]2)[CH:5]=[CH:4][N:3]=1.CC(C)([O-])C.[Na+].[CH2:54]([N:56]1[CH2:61][CH2:60][NH:59][CH2:58][CH2:57]1)[CH3:55].C(N1CCN2CCN(CC(C)C)P1N(CC(C)C)CC2)C(C)C. Product: [CH2:54]([N:56]1[CH2:61][CH2:60][N:59]([C:2]2[CH:7]=[C:6]([N:8]3[C:12]4[N:13]=[C:14]([N:42]5[CH2:43][CH2:44][O:45][CH2:46][CH2:47]5)[N:15]=[C:16]([C:17]5[CH:22]=[N:21][C:20]([N:23]([CH2:33][C:34]6[CH:35]=[CH:36][C:37]([O:40][CH3:41])=[CH:38][CH:39]=6)[CH2:24][C:25]6[CH:30]=[CH:29][C:28]([O:31][CH3:32])=[CH:27][CH:26]=6)=[N:19][CH:18]=5)[C:11]=4[CH2:10][CH2:9]3)[CH:5]=[CH:4][N:3]=2)[CH2:58][CH2:57]1)[CH3:55]. The catalyst class is: 93. (2) Reactant: [C:1]([O:5][C:6](=[O:20])[NH:7][C:8]1[CH:13]=[C:12]([N+:14]([O-])=O)[CH:11]=[C:10]([N+:17]([O-])=O)[CH:9]=1)([CH3:4])([CH3:3])[CH3:2]. Product: [C:1]([O:5][C:6](=[O:20])[NH:7][C:8]1[CH:13]=[C:12]([NH2:14])[CH:11]=[C:10]([NH2:17])[CH:9]=1)([CH3:4])([CH3:2])[CH3:3]. The catalyst class is: 403. (3) Product: [Cl:18][C:17]1[C:12]([O:11][C:8]2[CH:7]=[CH:6][C:5]([C:4]([C:28]3[NH:27][C:31]4[CH:32]=[C:33]([F:36])[CH:34]=[CH:35][C:30]=4[N:29]=3)=[O:19])=[CH:10][CH:9]=2)=[N:13][CH:14]=[CH:15][N:16]=1. The catalyst class is: 1. Reactant: C(O[C:4](=[O:19])[C:5]1[CH:10]=[CH:9][C:8]([O:11][C:12]2[C:17]([Cl:18])=[N:16][CH:15]=[CH:14][N:13]=2)=[CH:7][CH:6]=1)C.C(OC([N:27]1[C:31]2[CH:32]=[C:33]([F:36])[CH:34]=[CH:35][C:30]=2[N:29]=[CH:28]1)=O)(C)(C)C.[Li+].C[Si]([N-][Si](C)(C)C)(C)C.